This data is from Full USPTO retrosynthesis dataset with 1.9M reactions from patents (1976-2016). The task is: Predict the reactants needed to synthesize the given product. (1) Given the product [NH2:1][C:4]1[CH:5]=[CH:6][C:7]([C:10]2[S:14][C:13]([CH2:15][CH2:16][C:17]([O:19][CH3:20])=[O:18])=[N:12][CH:11]=2)=[CH:8][CH:9]=1, predict the reactants needed to synthesize it. The reactants are: [N+:1]([C:4]1[CH:9]=[CH:8][C:7]([C:10]2[S:14][C:13]([CH2:15][CH2:16][C:17]([O:19][CH3:20])=[O:18])=[N:12][CH:11]=2)=[CH:6][CH:5]=1)([O-])=O.O1CCCC1.O.[Cl-].[NH4+]. (2) The reactants are: [Br:1][C:2]1[CH:7]=[CH:6][C:5]([O:8][CH2:9][CH2:10]Br)=[CH:4][CH:3]=1.[NH:12]1[CH:16]=[CH:15][CH:14]=[N:13]1.C(=O)([O-])[O-].[Cs+].[Cs+]. Given the product [Br:1][C:2]1[CH:7]=[CH:6][C:5]([O:8][CH2:9][CH2:10][N:12]2[CH:16]=[CH:15][CH:14]=[N:13]2)=[CH:4][CH:3]=1, predict the reactants needed to synthesize it. (3) Given the product [F:26][C:2]([F:1])([F:25])[C:3]1[CH:4]=[C:5]([C:9]2[O:13][N:12]=[C:11]([CH2:14][N:15]3[CH:19]=[C:18]([C:20]([OH:22])=[O:21])[CH:17]=[N:16]3)[N:10]=2)[CH:6]=[CH:7][CH:8]=1, predict the reactants needed to synthesize it. The reactants are: [F:1][C:2]([F:26])([F:25])[C:3]1[CH:4]=[C:5]([C:9]2[O:13][N:12]=[C:11]([CH2:14][N:15]3[CH:19]=[C:18]([C:20]([O:22]CC)=[O:21])[CH:17]=[N:16]3)[N:10]=2)[CH:6]=[CH:7][CH:8]=1.[OH-].[Li+]. (4) Given the product [NH2:45][C:44]1[N:40]([CH:36]2[CH2:37][CH2:38][CH2:39][NH:34][CH2:35]2)[N:41]=[C:42]([C:48]2[CH:49]=[CH:50][C:51]([O:54][C:55]3[CH:60]=[CH:59][C:58]([Cl:61])=[C:57]([CH3:62])[CH:56]=3)=[CH:52][CH:53]=2)[C:43]=1[C:46]([NH2:47])=[O:19], predict the reactants needed to synthesize it. The reactants are: NC1N(C2CCCNC2)N=C(C2C=CC([O:19]C3C=CC(F)=CC=3F)=CC=2)C=1C(N)=O.C([N:34]1[CH2:39][CH2:38][CH2:37][CH:36]([N:40]2[C:44]([NH2:45])=[C:43]([C:46]#[N:47])[C:42]([C:48]3[CH:53]=[CH:52][C:51]([O:54][C:55]4[CH:60]=[CH:59][C:58]([Cl:61])=[C:57]([CH3:62])[CH:56]=4)=[CH:50][CH:49]=3)=[N:41]2)[CH2:35]1)(=O)C. (5) Given the product [ClH:1].[CH:5]1([CH2:7][NH:3][C@@H:4]2[CH2:6][C@H:5]2[C:7]2[CH:8]=[C:9]([CH:19]=[CH:20][CH:21]=2)[C:10]([NH:12][C:13]2[S:14][C:15]([CH3:18])=[N:16][N:17]=2)=[O:11])[CH2:6][CH2:4]1, predict the reactants needed to synthesize it. The reactants are: [ClH:1].Cl.[NH2:3][C@@H:4]1[CH2:6][C@H:5]1[C:7]1[CH:8]=[C:9]([CH:19]=[CH:20][CH:21]=1)[C:10]([NH:12][C:13]1[S:14][C:15]([CH3:18])=[N:16][N:17]=1)=[O:11].C(=O)([O-])O.[Na+].[BH4-].[Na+]. (6) Given the product [C:1]([O:5][C:6]([N:8]1[CH2:13][CH2:12][CH:11]([NH:14][C:15]2[O:16][C:17]3[CH:23]=[CH:22][CH:21]=[C:20]([O:24][CH2:31][C:28]4[CH:29]=[CH:30][N:25]=[CH:26][CH:27]=4)[C:18]=3[N:19]=2)[CH2:10][CH2:9]1)=[O:7])([CH3:4])([CH3:2])[CH3:3], predict the reactants needed to synthesize it. The reactants are: [C:1]([O:5][C:6]([N:8]1[CH2:13][CH2:12][CH:11]([NH:14][C:15]2[O:16][C:17]3[CH:23]=[CH:22][CH:21]=[C:20]([OH:24])[C:18]=3[N:19]=2)[CH2:10][CH2:9]1)=[O:7])([CH3:4])([CH3:3])[CH3:2].[N:25]1[CH:30]=[CH:29][C:28]([CH2:31]O)=[CH:27][CH:26]=1.C1(P(C2C=CC=CC=2)C2C=CC=CC=2)C=CC=CC=1.N(C(OC(C)(C)C)=O)=NC(OC(C)(C)C)=O. (7) Given the product [CH2:20]([O:19][C:17](=[O:18])[CH:16]=[C:8]([C:9]1[CH:14]=[CH:13][CH:12]=[CH:11][CH:10]=1)[NH:1][C:2]1[CH:7]=[CH:6][CH:5]=[CH:4][CH:3]=1)[CH3:21], predict the reactants needed to synthesize it. The reactants are: [NH2:1][C:2]1[CH:7]=[CH:6][CH:5]=[CH:4][CH:3]=1.[C:8]([CH2:16][C:17]([O:19][CH2:20][CH3:21])=[O:18])(=O)[C:9]1[CH:14]=[CH:13][CH:12]=[CH:11][CH:10]=1.CC1C=CC(S(O)(=O)=O)=CC=1. (8) Given the product [C:1]([O:5][C:6](=[O:36])[NH:7][C:8]1([C:12]2[CH:13]=[CH:14][C:15]([C:18]3[C:27](=[O:28])[C:26]4[C:21](=[CH:22][C:23]([F:37])=[C:24]([F:29])[CH:25]=4)[O:20][C:19]=3[C:30]3[CH:31]=[CH:32][CH:33]=[CH:34][CH:35]=3)=[CH:16][CH:17]=2)[CH2:11][CH2:10][CH2:9]1)([CH3:4])([CH3:2])[CH3:3], predict the reactants needed to synthesize it. The reactants are: [C:1]([O:5][C:6](=[O:36])[NH:7][C:8]1([C:12]2[CH:17]=[CH:16][C:15]([C:18]3[C:27](=[O:28])[C:26]4[C:21](=[CH:22][CH:23]=[C:24]([F:29])[CH:25]=4)[O:20][C:19]=3[C:30]3[CH:35]=[CH:34][CH:33]=[CH:32][CH:31]=3)=[CH:14][CH:13]=2)[CH2:11][CH2:10][CH2:9]1)([CH3:4])([CH3:3])[CH3:2].[F:37]C1C=C2C(=CC=1F)OC(C1C=CC=CC=1)=C(I)C2=O.